Dataset: Forward reaction prediction with 1.9M reactions from USPTO patents (1976-2016). Task: Predict the product of the given reaction. (1) Given the reactants C(OP([N:9]([C:13]1[CH:22]=[CH:21][C:16]([C:17]([O:19][CH3:20])=[O:18])=[CH:15][CH:14]=1)[C:10]([CH3:12])=[O:11])(OCC)=O)C.[H-].[Na+].[CH:25]([C:28]1[CH:29]=[C:30]([O:33][C:34]=1[CH:35]([CH3:37])[CH3:36])[CH:31]=O)([CH3:27])[CH3:26].[Cl-].[NH4+], predict the reaction product. The product is: [CH:25]([C:28]1[CH:29]=[C:30]([CH:31]=[CH:12][C:10]([NH:9][C:13]2[CH:14]=[CH:15][C:16]([C:17]([O:19][CH3:20])=[O:18])=[CH:21][CH:22]=2)=[O:11])[O:33][C:34]=1[CH:35]([CH3:37])[CH3:36])([CH3:27])[CH3:26]. (2) Given the reactants Cl.[Cl:2][CH2:3][C:4](=[NH:6])[NH2:5].[F:7][C:8]([F:19])([F:18])[C:9](=[O:17])[CH2:10][C:11](=[O:16])[C:12]([F:15])([F:14])[F:13], predict the reaction product. The product is: [Cl:2][CH2:3][C:4]1[NH:5][C:9]([C:8]([F:7])([F:18])[F:19])([OH:17])[CH2:10][C:11]([C:12]([F:13])([F:14])[F:15])([OH:16])[N:6]=1.